From a dataset of Reaction yield outcomes from USPTO patents with 853,638 reactions. Predict the reaction yield, written as a fraction of the theoretical maximum amount of product (1.0 means a 100% yield; for example, 0.34 means a 34% yield). The reactants are [C:1]([C:5]1[O:9][C:8](=[O:10])[O:7][C:6]=1[C:11](O)=[O:12])([CH3:4])([CH3:3])[CH3:2].CN(C)C=O.C(Cl)(=O)C(Cl)=O.[BH4-].C([N+](CCCC)(CCCC)CCCC)CCC. The catalyst is C(Cl)Cl. The product is [C:1]([C:5]1[O:9][C:8](=[O:10])[O:7][C:6]=1[CH2:11][OH:12])([CH3:4])([CH3:2])[CH3:3]. The yield is 0.690.